This data is from NCI-60 drug combinations with 297,098 pairs across 59 cell lines. The task is: Regression. Given two drug SMILES strings and cell line genomic features, predict the synergy score measuring deviation from expected non-interaction effect. (1) Drug 1: C1CC(=O)NC(=O)C1N2CC3=C(C2=O)C=CC=C3N. Drug 2: C(CN)CNCCSP(=O)(O)O. Cell line: UACC62. Synergy scores: CSS=7.68, Synergy_ZIP=-0.290, Synergy_Bliss=0.651, Synergy_Loewe=0.357, Synergy_HSA=-0.135. (2) Drug 1: CN1CCC(CC1)COC2=C(C=C3C(=C2)N=CN=C3NC4=C(C=C(C=C4)Br)F)OC. Drug 2: CN(CC1=CN=C2C(=N1)C(=NC(=N2)N)N)C3=CC=C(C=C3)C(=O)NC(CCC(=O)O)C(=O)O. Cell line: HOP-92. Synergy scores: CSS=12.7, Synergy_ZIP=-5.43, Synergy_Bliss=-5.79, Synergy_Loewe=-3.97, Synergy_HSA=-3.89. (3) Drug 2: C1=CC=C(C(=C1)C(C2=CC=C(C=C2)Cl)C(Cl)Cl)Cl. Cell line: SN12C. Synergy scores: CSS=68.8, Synergy_ZIP=-2.85, Synergy_Bliss=-6.97, Synergy_Loewe=-65.4, Synergy_HSA=-6.42. Drug 1: CC=C1C(=O)NC(C(=O)OC2CC(=O)NC(C(=O)NC(CSSCCC=C2)C(=O)N1)C(C)C)C(C)C. (4) Drug 1: C1=CC(=CC=C1CC(C(=O)O)N)N(CCCl)CCCl.Cl. Drug 2: CCCS(=O)(=O)NC1=C(C(=C(C=C1)F)C(=O)C2=CNC3=C2C=C(C=N3)C4=CC=C(C=C4)Cl)F. Cell line: OVCAR-5. Synergy scores: CSS=-3.56, Synergy_ZIP=3.00, Synergy_Bliss=1.50, Synergy_Loewe=-8.11, Synergy_HSA=-5.42. (5) Drug 1: CCC1=C2CN3C(=CC4=C(C3=O)COC(=O)C4(CC)O)C2=NC5=C1C=C(C=C5)O. Drug 2: CC1C(C(CC(O1)OC2CC(CC3=C2C(=C4C(=C3O)C(=O)C5=CC=CC=C5C4=O)O)(C(=O)C)O)N)O. Cell line: SR. Synergy scores: CSS=61.3, Synergy_ZIP=-16.2, Synergy_Bliss=-32.2, Synergy_Loewe=18.6, Synergy_HSA=-26.4. (6) Drug 1: C1=CN(C=N1)CC(O)(P(=O)(O)O)P(=O)(O)O. Drug 2: C1CN(CCN1C(=O)CCBr)C(=O)CCBr. Cell line: BT-549. Synergy scores: CSS=12.1, Synergy_ZIP=2.26, Synergy_Bliss=5.75, Synergy_Loewe=3.34, Synergy_HSA=3.96. (7) Drug 1: CC1=CC=C(C=C1)C2=CC(=NN2C3=CC=C(C=C3)S(=O)(=O)N)C(F)(F)F. Drug 2: C1=CN(C=N1)CC(O)(P(=O)(O)O)P(=O)(O)O. Cell line: NCI-H522. Synergy scores: CSS=0.421, Synergy_ZIP=-0.541, Synergy_Bliss=-0.779, Synergy_Loewe=-0.707, Synergy_HSA=-0.757. (8) Drug 1: C(=O)(N)NO. Drug 2: CN(CCCl)CCCl.Cl. Cell line: EKVX. Synergy scores: CSS=-5.91, Synergy_ZIP=1.74, Synergy_Bliss=2.52, Synergy_Loewe=-9.81, Synergy_HSA=-4.00. (9) Drug 1: CCC1=CC2CC(C3=C(CN(C2)C1)C4=CC=CC=C4N3)(C5=C(C=C6C(=C5)C78CCN9C7C(C=CC9)(C(C(C8N6C)(C(=O)OC)O)OC(=O)C)CC)OC)C(=O)OC.C(C(C(=O)O)O)(C(=O)O)O. Drug 2: C(=O)(N)NO. Cell line: SK-MEL-5. Synergy scores: CSS=38.9, Synergy_ZIP=12.4, Synergy_Bliss=12.4, Synergy_Loewe=-25.2, Synergy_HSA=9.33.